Dataset: Experimentally validated miRNA-target interactions with 360,000+ pairs, plus equal number of negative samples. Task: Binary Classification. Given a miRNA mature sequence and a target amino acid sequence, predict their likelihood of interaction. The miRNA is hsa-miR-770-5p with sequence UCCAGUACCACGUGUCAGGGCCA. The protein sequence of the target gene is MELYESTYFIVLIPSVVITVIFLFFWLFMKETLYDEVLAKQKREQKLISTKTDKKKAEKKKNKKKEIQNGTLRESDSEHVPRDFKLSDASPAEDEQFVPAPLNVAETSSSVRERQKKEKKQKPSLEEQVIKESDASKIPGKKVEPVLVTKQPAPPPPLEAAALKKKAGQKKSKNGSEEQDKKVEMLMAPSKEQDVLLSHQDTKQEGGLGKKKGLSKKQKSENVAVLVDEPLIHATTYMPLDNANSNLMMDKREIIDMIKPDHVEGIQKSGTKKLKIETDKENAEVKFKDFLLSLKTMMFS.... Result: 0 (no interaction).